From a dataset of Forward reaction prediction with 1.9M reactions from USPTO patents (1976-2016). Predict the product of the given reaction. (1) Given the reactants [F:1][C:2]1[CH:3]=[CH:4][C:5](OC)=[C:6]([C:8]2[CH:13]=[CH:12][C:11]([CH2:14][C@@H:15]([NH:22][C:23](=[O:28])[C:24]([NH:26][NH2:27])=[O:25])[CH2:16][C:17]([O:19][CH2:20][CH3:21])=[O:18])=[CH:10][CH:9]=2)[CH:7]=1.[C:31](C1NC=CN=1)(C1NC=CN=1)=[O:32].C1C[O:46][CH2:45]C1, predict the reaction product. The product is: [F:1][C:2]1[CH:3]=[CH:4][CH:5]=[C:6]([C:8]2[CH:13]=[CH:12][C:11]([CH2:14][C@@H:15]([NH:22][C:23]([C:24]3[O:25][C:45](=[O:46])[NH:27][N:26]=3)=[O:28])[CH2:16][C:17]([O:19][CH2:20][CH3:21])=[O:18])=[CH:10][C:9]=2[O:32][CH3:31])[CH:7]=1. (2) Given the reactants [O:1]=[S:2]1(=[O:30])[C:7]2[CH:8]=[CH:9][CH:10]=[CH:11][C:6]=2[NH:5][C:4]([C:12]2[C:13](=[O:29])[N:14]([N:23]=[CH:24][CH2:25][CH:26]([CH3:28])[CH3:27])[C:15]3[C:20]([C:21]=2[OH:22])=[CH:19][CH:18]=[CH:17][CH:16]=3)=[N:3]1.CO.[BH4-].[Li+].Cl, predict the reaction product. The product is: [O:30]=[S:2]1(=[O:1])[C:7]2[CH:8]=[CH:9][CH:10]=[CH:11][C:6]=2[NH:5][C:4]([C:12]2[C:13](=[O:29])[N:14]([NH:23][CH2:24][CH2:25][CH:26]([CH3:27])[CH3:28])[C:15]3[C:20]([C:21]=2[OH:22])=[CH:19][CH:18]=[CH:17][CH:16]=3)=[N:3]1. (3) Given the reactants [Br:1][C:2]1[CH:3]=[CH:4][C:5]([F:10])=[C:6]([CH:9]=1)[C:7]#[N:8].[NH4+]=[S:12].C(N(CC)CC)C, predict the reaction product. The product is: [Br:1][C:2]1[CH:3]=[CH:4][C:5]([F:10])=[C:6]([C:7](=[S:12])[NH2:8])[CH:9]=1. (4) Given the reactants [CH3:1][O:2][C:3]1[N:13]=[CH:12][C:11]2[S:10][CH2:9][CH2:8][NH:7][CH2:6][C:5]=2[CH:4]=1.[CH3:14][O:15][C:16](=[O:25])[C:17]1[CH:22]=[CH:21][CH:20]=[C:19]([CH:23]=O)[CH:18]=1.C(O[BH-](OC(=O)C)OC(=O)C)(=O)C.[Na+], predict the reaction product. The product is: [CH3:1][O:2][C:3]1[N:13]=[CH:12][C:11]2[S:10][CH2:9][CH2:8][N:7]([CH2:23][C:19]3[CH:18]=[C:17]([CH:22]=[CH:21][CH:20]=3)[C:16]([O:15][CH3:14])=[O:25])[CH2:6][C:5]=2[CH:4]=1. (5) Given the reactants [CH:1]([C@H:3]1[N:8](C(C2C=CC=CC=2)(C2C=CC=CC=2)C2C=CC=CC=2)[CH2:7][CH2:6][N:5]([C:28]([O:30][CH2:31][C:32]2[CH:37]=[CH:36][CH:35]=[CH:34][CH:33]=2)=[O:29])[CH2:4]1)=O.[CH2:38]([C:40]1[O:41][C:42]2[CH:48]=[CH:47][C:46]([NH2:49])=[CH:45][C:43]=2[N:44]=1)[CH3:39].C(O[BH-](OC(=O)C)OC(=O)C)(=O)C.[Na+].C(OCC)(=O)C.Cl.C(=O)([O-])O.[Na+], predict the reaction product. The product is: [CH2:38]([C:40]1[O:41][C:42]2[CH:48]=[CH:47][C:46]([NH:49][CH2:1][C@H:3]3[NH:8][CH2:7][CH2:6][N:5]([C:28]([O:30][CH2:31][C:32]4[CH:33]=[CH:34][CH:35]=[CH:36][CH:37]=4)=[O:29])[CH2:4]3)=[CH:45][C:43]=2[N:44]=1)[CH3:39]. (6) The product is: [CH3:1][O:2][CH2:3][C:4]1[CH:13]=[C:12]2[C:7]([NH:8][C:9](=[O:22])[C:10]3[N:11]2[C:14]([CH:17]2[CH2:21][CH2:20][O:19][CH2:18]2)=[N:15][CH:16]=3)=[CH:6][C:5]=1[C:23]([OH:25])=[O:24]. Given the reactants [CH3:1][O:2][CH2:3][C:4]1[CH:13]=[C:12]2[C:7]([NH:8][C:9](=[O:22])[C:10]3[N:11]2[C:14]([CH:17]2[CH2:21][CH2:20][O:19][CH2:18]2)=[N:15][CH:16]=3)=[CH:6][C:5]=1[C:23]([O:25]C)=[O:24].[OH-].[Na+].Cl, predict the reaction product. (7) Given the reactants C(OC([N:8]1[C:12]2[CH:13]=[CH:14][CH:15]=[CH:16][C:11]=2[N:10]=[C:9]1[CH2:17][N:18]([CH2:29][C:30]1[CH:35]=[CH:34][C:33]([C:36]([O:38]C)=O)=[CH:32][C:31]=1[C:40]#[N:41])[CH:19]1[C:28]2[N:27]=[CH:26][CH:25]=[CH:24][C:23]=2[CH2:22][CH2:21][CH2:20]1)=O)(C)(C)C.[NH3:42], predict the reaction product. The product is: [NH:10]1[C:11]2[CH:16]=[CH:15][CH:14]=[CH:13][C:12]=2[N:8]=[C:9]1[CH2:17][N:18]([CH2:29][C:30]1[CH:35]=[CH:34][C:33]([C:36]([NH2:42])=[O:38])=[CH:32][C:31]=1[C:40]#[N:41])[CH:19]1[C:28]2[N:27]=[CH:26][CH:25]=[CH:24][C:23]=2[CH2:22][CH2:21][CH2:20]1.